This data is from Catalyst prediction with 721,799 reactions and 888 catalyst types from USPTO. The task is: Predict which catalyst facilitates the given reaction. (1) Reactant: [NH3:1].[C:2]([C:5]1[CH:6]=[C:7]([S:11](Cl)(=[O:13])=[O:12])[CH:8]=[CH:9][CH:10]=1)(=[O:4])[CH3:3]. Product: [C:2]([C:5]1[CH:6]=[C:7]([S:11]([NH2:1])(=[O:13])=[O:12])[CH:8]=[CH:9][CH:10]=1)(=[O:4])[CH3:3]. The catalyst class is: 155. (2) Reactant: [Cl:1][C:2]1[C:3]([I:25])=[C:4]2[N:10]=[C:9]([C:11]3[CH:16]=[CH:15][C:14]([C:17]([N:19]4[CH2:24][CH2:23][O:22][CH2:21][CH2:20]4)=O)=[CH:13][CH:12]=3)[NH:8][C:5]2=[N:6][CH:7]=1.B. Product: [Cl:1][C:2]1[C:3]([I:25])=[C:4]2[N:10]=[C:9]([C:11]3[CH:12]=[CH:13][C:14]([CH2:17][N:19]4[CH2:20][CH2:21][O:22][CH2:23][CH2:24]4)=[CH:15][CH:16]=3)[NH:8][C:5]2=[N:6][CH:7]=1. The catalyst class is: 1. (3) Reactant: Br[C:2]1[C:15]([OH:16])=[CH:14][C:13]2[CH:12]3[CH:7]([CH2:8][CH2:9][CH2:10][CH2:11]3)[CH:6]([C:17]3[CH:22]=[CH:21][C:20]([OH:23])=[CH:19][CH:18]=3)[CH2:5][C:4]=2[CH:3]=1.C[O-].[Na+].CN([CH:30]=[O:31])C. Product: [OH:23][C:20]1[CH:19]=[CH:18][C:17]([CH:6]2[CH2:5][C:4]3[CH:13]=[C:14]([O:31][CH3:30])[C:15]([OH:16])=[CH:2][C:3]=3[CH:12]3[CH:7]2[CH2:8][CH2:9][CH2:10][CH2:11]3)=[CH:22][CH:21]=1. The catalyst class is: 13. (4) Reactant: [N+:1]([C:4]1[CH:5]=[CH:6][C:7]2[O:11][C:10](=[O:12])[NH:9][C:8]=2[CH:13]=1)([O-:3])=[O:2].[H-].[Na+].[CH3:16]I. Product: [CH3:16][N:9]1[C:8]2[CH:13]=[C:4]([N+:1]([O-:3])=[O:2])[CH:5]=[CH:6][C:7]=2[O:11][C:10]1=[O:12]. The catalyst class is: 3. (5) Reactant: Cl.[NH2:2][C@@H:3]1[C@@H:8]([OH:9])[C@H:7]([CH2:10][C:11]2[CH:16]=[CH:15][C:14]([O:17][CH3:18])=[C:13]([Br:19])[CH:12]=2)[CH2:6][S:5](=[O:21])(=[O:20])[CH2:4]1.[CH:22]([C:25]1[CH:30]=[CH:29][N:28]=[C:27]([CH:31]=O)[CH:26]=1)([CH3:24])[CH3:23]. Product: [Br:19][C:13]1[CH:12]=[C:11]([CH:16]=[CH:15][C:14]=1[O:17][CH3:18])[CH2:10][C@H:7]1[C@H:8]([OH:9])[C@@H:3]([NH:2][CH2:31][C:27]2[CH:26]=[C:25]([CH:22]([CH3:24])[CH3:23])[CH:30]=[CH:29][N:28]=2)[CH2:4][S:5](=[O:21])(=[O:20])[CH2:6]1. The catalyst class is: 61.